This data is from Forward reaction prediction with 1.9M reactions from USPTO patents (1976-2016). The task is: Predict the product of the given reaction. (1) Given the reactants C1(C2C(O[C@@H]3CCCN([C@H](C4C=C(Cl)C=C(Cl)C=4)C)C3)=CC(F)=C(C=2)C(OC)=O)CC1.[Cl:32][C:33]1[CH:38]=[C:37]([F:39])[CH:36]=[CH:35][C:34]=1[CH:40]([N:45]1[CH2:50][CH2:49][CH2:48][C@@H:47]([O:51][C:52]2[C:61]([CH:62]3[CH2:64][CH2:63]3)=[CH:60][C:55]([C:56]([O:58]C)=[O:57])=[C:54]([F:65])[CH:53]=2)[CH2:46]1)[C:41]([F:44])([F:43])[F:42], predict the reaction product. The product is: [Cl:32][C:33]1[CH:38]=[C:37]([F:39])[CH:36]=[CH:35][C:34]=1[CH:40]([N:45]1[CH2:50][CH2:49][CH2:48][C@@H:47]([O:51][C:52]2[C:61]([CH:62]3[CH2:64][CH2:63]3)=[CH:60][C:55]([C:56]([OH:58])=[O:57])=[C:54]([F:65])[CH:53]=2)[CH2:46]1)[C:41]([F:43])([F:42])[F:44]. (2) Given the reactants [Cl:1][C:2]1[CH:3]=[C:4]([O:13][CH:14]2[CH2:19][CH2:18][N:17]([CH3:20])[CH2:16][CH2:15]2)[C:5]([CH3:12])=[C:6]([CH:11]=1)[C:7]([O:9]C)=O.[OH-].[Na+].Cl.[NH2:24][CH2:25][C:26]1[C:31](=[O:32])[CH:30]=[C:29]([CH3:33])[NH:28][C:27]=1[CH3:34].ON1C2N=CC=CC=2N=N1.C(Cl)CCl.CN1CCOCC1.C(=O)(O)[O-].[Na+], predict the reaction product. The product is: [Cl:1][C:2]1[CH:3]=[C:4]([O:13][CH:14]2[CH2:19][CH2:18][N:17]([CH3:20])[CH2:16][CH2:15]2)[C:5]([CH3:12])=[C:6]([CH:11]=1)[C:7]([NH:24][CH2:25][C:26]1[C:31](=[O:32])[CH:30]=[C:29]([CH3:33])[NH:28][C:27]=1[CH3:34])=[O:9]. (3) Given the reactants Cl[S:2]([C:5]1[CH:14]=[C:13]2[C:8]([C:9]([C:16]([OH:18])=[O:17])=[CH:10][NH:11][C:12]2=[O:15])=[CH:7][CH:6]=1)(=[O:4])=[O:3].Cl.[NH3:20], predict the reaction product. The product is: [NH2:20][S:2]([C:5]1[CH:14]=[C:13]2[C:8]([C:9]([C:16]([OH:18])=[O:17])=[CH:10][NH:11][C:12]2=[O:15])=[CH:7][CH:6]=1)(=[O:4])=[O:3]. (4) Given the reactants [F:1][C@H:2]1[C@@H:7]([O:8][C:9]2[CH:16]=[CH:15][C:14]([C:17]3[N:22]=[C:21]([NH:23][C:24]4[CH:29]=[CH:28][C:27]([N:30]5[CH2:35][CH2:34][N:33]([CH:36]6[CH2:39][O:38][CH2:37]6)[CH2:32][CH2:31]5)=[C:26]([O:40][CH3:41])[CH:25]=4)[N:20]=[CH:19][N:18]=3)=[CH:13][C:10]=2[C:11]#[N:12])[CH2:6][CH2:5][NH:4][CH2:3]1.[OH:42][CH2:43][CH2:44][C:45](O)=[O:46].C(N(CC)C(C)C)(C)C.CN(C(ON1N=NC2C=CC=NC1=2)=[N+](C)C)C.F[P-](F)(F)(F)(F)F, predict the reaction product. The product is: [F:1][C@H:2]1[C@@H:7]([O:8][C:9]2[CH:16]=[CH:15][C:14]([C:17]3[N:22]=[C:21]([NH:23][C:24]4[CH:29]=[CH:28][C:27]([N:30]5[CH2:35][CH2:34][N:33]([CH:36]6[CH2:39][O:38][CH2:37]6)[CH2:32][CH2:31]5)=[C:26]([O:40][CH3:41])[CH:25]=4)[N:20]=[CH:19][N:18]=3)=[CH:13][C:10]=2[C:11]#[N:12])[CH2:6][CH2:5][N:4]([C:43](=[O:42])[CH2:44][CH2:45][OH:46])[CH2:3]1.